The task is: Predict the reactants needed to synthesize the given product.. This data is from Full USPTO retrosynthesis dataset with 1.9M reactions from patents (1976-2016). (1) The reactants are: COC1C=C(C(C=O)=O)C=CC=1OC.CO.[NH2:17][C:18]1[N:27]=[C:26]([O:28][CH2:29]C)[C:25]2[C:20](=[N:21][C:22]([C:31]3[CH:36]=[CH:35][C:34]([O:37][CH3:38])=[C:33]([O:39][CH3:40])[CH:32]=3)=[CH:23][N:24]=2)[N:19]=1. Given the product [NH2:17][C:18]1[N:27]=[C:26]([O:28][CH3:29])[C:25]2[C:20](=[N:21][C:22]([C:31]3[CH:36]=[CH:35][C:34]([O:37][CH3:38])=[C:33]([O:39][CH3:40])[CH:32]=3)=[CH:23][N:24]=2)[N:19]=1, predict the reactants needed to synthesize it. (2) Given the product [C:1]([O:5][C:6]([NH:8][CH2:9][C@H:10]1[CH2:15][CH2:14][C@H:13]([C:16]([NH:18][C@H:19]([C:37](=[O:55])[NH:38][C:39]2[CH:54]=[CH:53][C:42]3[NH:43][C:44]([C:46]([F:51])([F:52])[C:47]([F:49])([F:50])[F:48])=[N:45][C:41]=3[CH:40]=2)[CH2:20][C:21]2[CH:26]=[CH:25][C:24]([C:27]3[CH:32]=[CH:31][C:30]([C:33]([NH:56][C@@H:57]4[CH2:61][CH2:60][N:59]([C:62]([O:64][C:65]([CH3:68])([CH3:67])[CH3:66])=[O:63])[CH2:58]4)=[O:34])=[CH:29][C:28]=3[CH3:36])=[CH:23][CH:22]=2)=[O:17])[CH2:12][CH2:11]1)=[O:7])([CH3:4])([CH3:2])[CH3:3], predict the reactants needed to synthesize it. The reactants are: [C:1]([O:5][C:6]([NH:8][CH2:9][C@H:10]1[CH2:15][CH2:14][C@H:13]([C:16]([NH:18][C@H:19]([C:37](=[O:55])[NH:38][C:39]2[CH:54]=[CH:53][C:42]3[NH:43][C:44]([C:46]([F:52])([F:51])[C:47]([F:50])([F:49])[F:48])=[N:45][C:41]=3[CH:40]=2)[CH2:20][C:21]2[CH:26]=[CH:25][C:24]([C:27]3[CH:32]=[CH:31][C:30]([C:33](O)=[O:34])=[CH:29][C:28]=3[CH3:36])=[CH:23][CH:22]=2)=[O:17])[CH2:12][CH2:11]1)=[O:7])([CH3:4])([CH3:3])[CH3:2].[NH2:56][C@@H:57]1[CH2:61][CH2:60][N:59]([C:62]([O:64][C:65]([CH3:68])([CH3:67])[CH3:66])=[O:63])[CH2:58]1.C(N(CC)C(C)C)(C)C.C(P1(=O)OP(=O)(CCC)OP(=O)(CCC)O1)CC. (3) Given the product [Cl:1][C:2]1[C:7]([Cl:8])=[CH:6][CH:5]=[CH:4][C:3]=1[S:9]([NH:12][C:29]1[C:20]([Cl:19])=[N:21][C:22]2[C:27](=[CH:26][C:25]([O:31][CH3:32])=[C:24]([O:33][CH3:34])[CH:23]=2)[N:28]=1)(=[O:10])=[O:11], predict the reactants needed to synthesize it. The reactants are: [Cl:1][C:2]1[C:7]([Cl:8])=[CH:6][CH:5]=[CH:4][C:3]=1[S:9]([NH2:12])(=[O:11])=[O:10].C(=O)([O-])[O-].[Cs+].[Cs+].[Cl:19][C:20]1[C:29](Cl)=[N:28][C:27]2[C:22](=[CH:23][C:24]([O:33][CH3:34])=[C:25]([O:31][CH3:32])[CH:26]=2)[N:21]=1. (4) The reactants are: C(OC([N:11]1[CH2:16][CH2:15][CH2:14][CH:13]([C:17]2[CH:22]=[CH:21][C:20]([CH3:23])=[C:19]([O:24][CH2:25][C:26]([O:28][CH2:29][CH3:30])=[O:27])[CH:18]=2)[CH2:12]1)=O)C1C=CC=CC=1.[C:31]([OH:40])(=[O:39])[C@@H:32]([C@H:34]([C:36]([OH:38])=[O:37])[OH:35])[OH:33]. Given the product [C:31]([OH:40])(=[O:39])[C@@H:32]([C@H:34]([C:36]([OH:38])=[O:37])[OH:35])[OH:33].[CH2:29]([O:28][C:26](=[O:27])[CH2:25][O:24][C:19]1[CH:18]=[C:17]([CH:13]2[CH2:14][CH2:15][CH2:16][NH:11][CH2:12]2)[CH:22]=[CH:21][C:20]=1[CH3:23])[CH3:30], predict the reactants needed to synthesize it.